From a dataset of Full USPTO retrosynthesis dataset with 1.9M reactions from patents (1976-2016). Predict the reactants needed to synthesize the given product. Given the product [OH:27][C:26]1[C:21]([CH2:20][N:31]2[CH:30]=[CH:29][C:9]([NH:13][C:12](=[O:41])[CH3:14])=[N:5]2)=[N:22][CH:23]=[CH:24][CH:25]=1, predict the reactants needed to synthesize it. The reactants are: CC([N:5]([C:9]1SC=[C:12]([CH2:14]Br)[N:13]=1)C(=O)[O-])(C)C.[H-].[Na+].Br.Br[CH2:20][C:21]1[C:26]([OH:27])=[CH:25][CH:24]=[CH:23][N:22]=1.Br[CH2:29][C:30]1C(O)=CC=C[N:31]=1.CN(C=[O:41])C.